From a dataset of Reaction yield outcomes from USPTO patents with 853,638 reactions. Predict the reaction yield, written as a fraction of the theoretical maximum amount of product (1.0 means a 100% yield; for example, 0.34 means a 34% yield). The reactants are Cl.Cl.[NH2:3][C@@H:4]([CH2:9][C:10]1[N:11]=[CH:12][N:13]([CH3:15])[CH:14]=1)[C:5]([O:7][CH3:8])=[O:6].C([O-])(=O)C.[Na+].O=[CH:22][CH2:23][NH:24][C:25](=[O:31])[O:26][C:27]([CH3:30])([CH3:29])[CH3:28].C([BH3-])#N.[Na+].Cl.C(=O)(O)[O-].[Na+]. The catalyst is CO.O. The product is [C:27]([O:26][C:25]([NH:24][CH2:23][CH2:22][NH:3][C@@H:4]([CH2:9][C:10]1[N:11]=[CH:12][N:13]([CH3:15])[CH:14]=1)[C:5]([O:7][CH3:8])=[O:6])=[O:31])([CH3:30])([CH3:29])[CH3:28]. The yield is 0.170.